This data is from NCI-60 drug combinations with 297,098 pairs across 59 cell lines. The task is: Regression. Given two drug SMILES strings and cell line genomic features, predict the synergy score measuring deviation from expected non-interaction effect. (1) Drug 1: B(C(CC(C)C)NC(=O)C(CC1=CC=CC=C1)NC(=O)C2=NC=CN=C2)(O)O. Drug 2: CNC(=O)C1=NC=CC(=C1)OC2=CC=C(C=C2)NC(=O)NC3=CC(=C(C=C3)Cl)C(F)(F)F. Cell line: SW-620. Synergy scores: CSS=86.5, Synergy_ZIP=6.53, Synergy_Bliss=6.92, Synergy_Loewe=0.376, Synergy_HSA=7.36. (2) Drug 1: C1CCC(C1)C(CC#N)N2C=C(C=N2)C3=C4C=CNC4=NC=N3. Drug 2: C1CC(=O)NC(=O)C1N2CC3=C(C2=O)C=CC=C3N. Cell line: A549. Synergy scores: CSS=9.97, Synergy_ZIP=-6.17, Synergy_Bliss=-3.17, Synergy_Loewe=-2.47, Synergy_HSA=-2.37.